Task: Predict the product of the given reaction.. Dataset: Forward reaction prediction with 1.9M reactions from USPTO patents (1976-2016) (1) Given the reactants C(NC1N=C2C(N=C(OC)N2CCCN2CCN(C)CC2)=C(N)N=1)CCC.[CH2:28]([NH:32][C:33]1[N:41]=[C:40]2[C:36]([N:37]=[C:38]([O:46][CH3:47])[N:39]2[CH2:42][CH2:43][CH2:44]Cl)=[C:35]([NH2:48])[N:34]=1)[CH2:29][CH2:30][CH3:31].[CH3:49][C:50]([N:53]1[CH2:58][CH2:57][NH:56][CH2:55][CH2:54]1)([CH3:52])[CH3:51], predict the reaction product. The product is: [CH2:28]([NH:32][C:33]1[N:41]=[C:40]2[C:36]([N:37]=[C:38]([O:46][CH3:47])[N:39]2[CH2:42][CH2:43][CH2:44][N:56]2[CH2:57][CH2:58][N:53]([C:50]([CH3:52])([CH3:51])[CH3:49])[CH2:54][CH2:55]2)=[C:35]([NH2:48])[N:34]=1)[CH2:29][CH2:30][CH3:31]. (2) Given the reactants C([O:3][C:4](=[O:25])[C:5]1[CH:10]=[CH:9][CH:8]=[CH:7][C:6]=1[NH:11][C:12]1[CH:17]=[C:16]([C:18]2[CH:23]=[CH:22][CH:21]=[CH:20][CH:19]=2)[N:15]=[C:14]([NH2:24])[N:13]=1)C.[OH-].[K+], predict the reaction product. The product is: [NH2:24][C:14]1[N:13]=[C:12]([NH:11][C:6]2[CH:7]=[CH:8][CH:9]=[CH:10][C:5]=2[C:4]([OH:25])=[O:3])[CH:17]=[C:16]([C:18]2[CH:23]=[CH:22][CH:21]=[CH:20][CH:19]=2)[N:15]=1. (3) Given the reactants [Cl:1][C:2]1[C:9]([N+:10]([O-])=O)=[CH:8][C:5]([C:6]#[N:7])=[CH:4][C:3]=1[O:13][CH2:14][C@@H:15]1[CH2:20][O:19][CH2:18][CH2:17][N:16]1[CH2:21][C:22]1[CH:27]=[CH:26][C:25]([O:28][CH3:29])=[CH:24][C:23]=1[O:30][CH3:31], predict the reaction product. The product is: [NH2:10][C:9]1[CH:8]=[C:5]([CH:4]=[C:3]([O:13][CH2:14][C@@H:15]2[CH2:20][O:19][CH2:18][CH2:17][N:16]2[CH2:21][C:22]2[CH:27]=[CH:26][C:25]([O:28][CH3:29])=[CH:24][C:23]=2[O:30][CH3:31])[C:2]=1[Cl:1])[C:6]#[N:7]. (4) Given the reactants I[C:2]1[CH:7]=[CH:6][C:5]([N:8]([CH2:32][CH:33]=[C:34]([CH3:36])[CH3:35])[CH:9]2[CH2:14][CH2:13][N:12]([C:15]([C@@H:17]([NH:22][C:23]([N:25]3[CH2:31][CH2:30][CH2:29][CH2:28][CH2:27][CH2:26]3)=[O:24])[CH2:18][CH:19]([CH3:21])[CH3:20])=[O:16])[CH2:11][CH2:10]2)=[CH:4][CH:3]=1.C(N(CC)CC)C.[C:44]([C:46]1([OH:52])[CH2:51][CH2:50][CH2:49][CH2:48][CH2:47]1)#[CH:45].C#C, predict the reaction product. The product is: [OH:52][C:46]1([C:44]#[C:45][C:2]2[CH:7]=[CH:6][C:5]([N:8]([CH2:32][CH:33]=[C:34]([CH3:36])[CH3:35])[CH:9]3[CH2:14][CH2:13][N:12]([C:15]([C@@H:17]([NH:22][C:23]([N:25]4[CH2:31][CH2:30][CH2:29][CH2:28][CH2:27][CH2:26]4)=[O:24])[CH2:18][CH:19]([CH3:20])[CH3:21])=[O:16])[CH2:11][CH2:10]3)=[CH:4][CH:3]=2)[CH2:51][CH2:50][CH2:49][CH2:48][CH2:47]1. (5) Given the reactants [I-:1].[I-].[I-].CO[CH2:6][CH2:7][N:8]([CH2:26][CH2:27]OC)[C:9]1[CH:10]=[C:11]([CH3:25])[C:12]2[C:21]([CH:22]=1)=[S+:20][C:19]1[C:14](=[C:15]([CH2:23][CH3:24])[CH:16]=[CH:17][CH:18]=1)[N:13]=2.[CH3:30][O:31][CH2:32][CH2:33][N:34](C1C=C(C)C2C(C=1)=[S+]C1C(=C(CC)C=CC=1)N=2)[CH2:35][CH2:36]OC.COC[CH2:59][N:60](C1C=C(C)C2C(C=1)=[S+]C1C(=C(CC)C=CC=1)N=2)CCOC.CN1CCNCC1.[CH3:89][OH:90], predict the reaction product. The product is: [I-:1].[CH3:89][O:90][CH2:36][CH2:35][N:34]([CH2:33][CH2:32][O:31][CH3:30])[C:17]1[CH:16]=[C:15]([CH2:23][CH3:24])[C:14]2[C:19]([CH:18]=1)=[S+:20][C:21]1[C:12](=[C:11]([CH3:25])[CH:10]=[C:9]([N:8]3[CH2:7][CH2:6][N:60]([CH3:59])[CH2:27][CH2:26]3)[CH:22]=1)[N:13]=2. (6) Given the reactants [N:1]1([C:5]2[CH:10]=[CH:9][N:8]=[C:7]([NH2:11])[CH:6]=2)[CH2:4][CH2:3][CH2:2]1.Br[CH2:13][C:14]([C:16]1[CH:21]=[CH:20][C:19]([CH3:22])=[CH:18][CH:17]=1)=O, predict the reaction product. The product is: [N:1]1([C:5]2[CH:10]=[CH:9][N:8]3[CH:13]=[C:14]([C:16]4[CH:21]=[CH:20][C:19]([CH3:22])=[CH:18][CH:17]=4)[N:11]=[C:7]3[CH:6]=2)[CH2:4][CH2:3][CH2:2]1.